The task is: Predict the reactants needed to synthesize the given product.. This data is from Full USPTO retrosynthesis dataset with 1.9M reactions from patents (1976-2016). (1) Given the product [I:1][C:2]1[CH:3]=[CH:4][C:5]([C:8]2([C:11]([N:22]3[CH2:23][CH2:28][CH2:27][CH2:26][CH2:25]3)=[O:13])[CH2:9][CH2:10]2)=[CH:6][CH:7]=1, predict the reactants needed to synthesize it. The reactants are: [I:1][C:2]1[CH:7]=[CH:6][C:5]([C:8]2([C:11]([OH:13])=O)[CH2:10][CH2:9]2)=[CH:4][CH:3]=1.[CH2:26]1[CH2:25]C[CH:23]([N:22]=C=[N:22][CH:23]2[CH2:28][CH2:27][CH2:26][CH2:25]C2)[CH2:28][CH2:27]1.FC1C(O)=C(F)C(F)=C(F)C=1F.N1CCCCC1. (2) The reactants are: Br[C:2]1[CH:3]=[C:4]2[C:9](=[CH:10][CH:11]=1)[N:8]=[CH:7][CH:6]=[CH:5]2.[CH2:12]([Li])[CH2:13][CH2:14][CH3:15].Br[C:18]1[CH:19]=[C:20]([C:25]2[N:30]=[C:29]([C:31]3[CH:36]=[CH:35][C:34]([CH3:37])=[CH:33][CH:32]=3)[CH:28]=[C:27]([C:38]3[CH:43]=[CH:42][C:41]([CH3:44])=[CH:40][CH:39]=3)[N:26]=2)[CH:21]=[C:22](Br)[CH:23]=1. Given the product [N:8]1[C:9]2[C:4](=[CH:3][C:2]([C:18]3[CH:19]=[C:20]([C:25]4[N:30]=[C:29]([C:31]5[CH:36]=[CH:35][C:34]([CH3:37])=[CH:33][CH:32]=5)[CH:28]=[C:27]([C:38]5[CH:43]=[CH:42][C:41]([CH3:44])=[CH:40][CH:39]=5)[N:26]=4)[CH:21]=[C:22]([C:13]4[CH:14]=[C:15]5[C:9](=[CH:4][CH:12]=4)[N:8]=[CH:7][CH:6]=[CH:5]5)[CH:23]=3)=[CH:11][CH:10]=2)[CH:5]=[CH:6][CH:7]=1, predict the reactants needed to synthesize it.